Dataset: Reaction yield outcomes from USPTO patents with 853,638 reactions. Task: Predict the reaction yield, written as a fraction of the theoretical maximum amount of product (1.0 means a 100% yield; for example, 0.34 means a 34% yield). (1) The reactants are [CH:1]1([CH:4]([C:6]2[CH:11]=[CH:10][CH:9]=[C:8]([CH:12]([CH3:14])[CH3:13])[C:7]=2[OH:15])[CH3:5])[CH2:3][CH2:2]1.[OH-].[Na+].Br[CH2:19][Cl:20]. The catalyst is O1CCCC1. The product is [Cl:20][CH2:19][O:15][C:7]1[C:8]([CH:12]([CH3:14])[CH3:13])=[CH:9][CH:10]=[CH:11][C:6]=1[CH:4]([CH:1]1[CH2:3][CH2:2]1)[CH3:5]. The yield is 0.787. (2) The reactants are [C:1]([OH:9])(=[O:8])[C:2]1[CH:7]=[CH:6][CH:5]=[CH:4][CH:3]=1.C([O-])([O-])=O.[K+].[K+].Br[CH2:17][CH2:18][CH2:19][CH2:20][C:21]#[N:22]. The catalyst is CN(C=O)C. The product is [C:1]([O:9][CH2:17][CH2:18][CH2:19][CH2:20][C:21]#[N:22])(=[O:8])[C:2]1[CH:7]=[CH:6][CH:5]=[CH:4][CH:3]=1. The yield is 0.970.